From a dataset of Full USPTO retrosynthesis dataset with 1.9M reactions from patents (1976-2016). Predict the reactants needed to synthesize the given product. (1) The reactants are: Br[C:2]1[CH:3]=[CH:4][C:5]([O:8][CH2:9][CH3:10])=[N:6][CH:7]=1.[O:11]1[C:15]2([CH2:20][CH2:19][C:18](=[O:21])[CH2:17][CH2:16]2)[O:14][CH2:13][CH2:12]1. Given the product [CH2:9]([O:8][C:5]1[N:6]=[CH:7][C:2]([C:18]2([OH:21])[CH2:19][CH2:20][C:15]3([O:14][CH2:13][CH2:12][O:11]3)[CH2:16][CH2:17]2)=[CH:3][CH:4]=1)[CH3:10], predict the reactants needed to synthesize it. (2) Given the product [F:25][C:4]([F:3])([F:24])[C:5]([C:11]1[CH:12]=[N:13][C:14]([N:17]2[CH2:22][CH2:21][N:20]([S:42]([C:37]3[CH:38]=[CH:39][CH:40]=[CH:41][C:36]=3[N+:33]([O-:35])=[O:34])(=[O:43])=[O:44])[CH2:19][C@@H:18]2[CH3:23])=[N:15][CH:16]=1)([OH:10])[C:6]([F:9])([F:8])[F:7], predict the reactants needed to synthesize it. The reactants are: Cl.Cl.[F:3][C:4]([F:25])([F:24])[C:5]([C:11]1[CH:12]=[N:13][C:14]([N:17]2[CH2:22][CH2:21][NH:20][CH2:19][C@@H:18]2[CH3:23])=[N:15][CH:16]=1)([OH:10])[C:6]([F:9])([F:8])[F:7].C(N(CC)CC)C.[N+:33]([C:36]1[CH:41]=[CH:40][CH:39]=[CH:38][C:37]=1[S:42](Cl)(=[O:44])=[O:43])([O-:35])=[O:34].C(=O)(O)[O-].[Na+]. (3) Given the product [C:44]([OH:51])(=[O:50])/[CH:45]=[CH:46]\[C:47]([OH:49])=[O:48].[C:44]([OH:51])(=[O:50])/[CH:45]=[CH:46]\[C:47]([OH:49])=[O:48].[C:44]([OH:51])(=[O:50])/[CH:45]=[CH:46]\[C:47]([OH:49])=[O:48].[NH2:1][C:2]1[N:7]=[CH:6][N:5]=[C:4]2[N:8]([CH:31]3[CH2:32][CH2:33][N:34]([CH:37]4[CH2:42][CH2:41][N:40]([CH3:43])[CH2:39][CH2:38]4)[CH2:35][CH2:36]3)[N:9]=[C:10]([C:11]3[CH:16]=[CH:15][C:14]([NH:17][C:18](=[O:28])[CH2:19][C@H:20]([C:22]4[CH:23]=[CH:24][CH:25]=[CH:26][CH:27]=4)[CH3:21])=[C:13]([O:29][CH3:30])[CH:12]=3)[C:3]=12, predict the reactants needed to synthesize it. The reactants are: [NH2:1][C:2]1[N:7]=[CH:6][N:5]=[C:4]2[N:8]([CH:31]3[CH2:36][CH2:35][N:34]([CH:37]4[CH2:42][CH2:41][N:40]([CH3:43])[CH2:39][CH2:38]4)[CH2:33][CH2:32]3)[N:9]=[C:10]([C:11]3[CH:16]=[CH:15][C:14]([NH:17][C:18](=[O:28])[CH2:19][C@H:20]([C:22]4[CH:27]=[CH:26][CH:25]=[CH:24][CH:23]=4)[CH3:21])=[C:13]([O:29][CH3:30])[CH:12]=3)[C:3]=12.[C:44]([OH:51])(=[O:50])/[CH:45]=[CH:46]\[C:47]([OH:49])=[O:48]. (4) Given the product [CH2:11]([NH:15][C:6](=[O:8])[CH2:7][C:2]([CH3:1])([CH3:10])[CH2:3][C:4]([OH:5])=[O:9])[CH:12]([CH3:14])[CH3:13], predict the reactants needed to synthesize it. The reactants are: [CH3:1][C:2]1([CH3:10])[CH2:7][C:6](=[O:8])[O:5][C:4](=[O:9])[CH2:3]1.[CH2:11]([NH2:15])[CH:12]([CH3:14])[CH3:13]. (5) Given the product [C:37]([O:41][C:42](=[O:50])[NH:43][CH:44]1[CH2:49][CH2:48][N:47]([CH2:31][C:3]2[C:2]([Cl:1])=[C:11]3[C:6]([C:7](=[O:26])[N:8]([CH2:13][C:14]4[CH:19]=[C:18]([Cl:20])[CH:17]=[CH:16][C:15]=4[S:21]([CH2:24][CH3:25])(=[O:22])=[O:23])[C:9](=[O:12])[NH:10]3)=[CH:5][C:4]=2[C:27]([F:29])([F:30])[F:28])[CH2:46][CH2:45]1)([CH3:40])([CH3:38])[CH3:39], predict the reactants needed to synthesize it. The reactants are: [Cl:1][C:2]1[C:3]([CH2:31]OS(C)(=O)=O)=[C:4]([C:27]([F:30])([F:29])[F:28])[CH:5]=[C:6]2[C:11]=1[NH:10][C:9](=[O:12])[N:8]([CH2:13][C:14]1[CH:19]=[C:18]([Cl:20])[CH:17]=[CH:16][C:15]=1[S:21]([CH2:24][CH3:25])(=[O:23])=[O:22])[C:7]2=[O:26].[C:37]([O:41][C:42](=[O:50])[NH:43][CH:44]1[CH2:49][CH2:48][NH:47][CH2:46][CH2:45]1)([CH3:40])([CH3:39])[CH3:38]. (6) Given the product [S:31]1[CH:30]=[CH:29][CH:28]([C:25]2[CH:26]=[CH:27][C:22]([N:18]3[CH2:17][C@H:16]([CH2:15][NH:14][C:6](=[O:11])[C:7]([F:8])([F:9])[F:10])[O:20][C:19]3=[O:21])=[CH:23][C:24]=2[F:35])[CH2:33][CH2:32]1, predict the reactants needed to synthesize it. The reactants are: [F:8][C:7]([F:10])([F:9])[C:6](O[C:6](=[O:11])[C:7]([F:10])([F:9])[F:8])=[O:11].[NH2:14][CH2:15][C@@H:16]1[O:20][C:19](=[O:21])[N:18]([C:22]2[CH:27]=[CH:26][C:25]([CH:28]3[CH2:33][CH2:32][S:31](=O)[CH2:30][CH2:29]3)=[C:24]([F:35])[CH:23]=2)[CH2:17]1.CN1CCOCC1. (7) Given the product [NH2:31][C:17]1[N:18]([CH3:21])[C:19](=[O:20])[C:5]2([N:16]=1)[C:4]1[CH:3]=[C:2]([Br:1])[CH:11]=[CH:10][C:9]=1[O:8][C@@H:7]1[CH2:12][CH2:13][O:14][CH2:15][C@@H:6]21, predict the reactants needed to synthesize it. The reactants are: [Br:1][C:2]1[CH:11]=[CH:10][C:9]2[O:8][C@@H:7]3[CH2:12][CH2:13][O:14][CH2:15][C@H:6]3[C:5]3([C:19](=[O:20])[N:18]([CH3:21])[C:17](=S)[NH:16]3)[C:4]=2[CH:3]=1.CO.C(OO)(C)(C)C.[NH4+:31].[OH-].